From a dataset of Forward reaction prediction with 1.9M reactions from USPTO patents (1976-2016). Predict the product of the given reaction. (1) Given the reactants [F:1][C:2]([F:31])([F:30])[C:3]1[CH:4]=[C:5]([CH:23]=[C:24]([C:26]([F:29])([F:28])[F:27])[CH:25]=1)[CH2:6][N:7]([CH2:14][C:15]1[C:20](Br)=[CH:19][CH:18]=[C:17]([Cl:22])[N:16]=1)[C:8]1[N:9]=[N:10][N:11]([CH3:13])[N:12]=1.[F:32][C:33]1[C:38]([CH:39]([CH3:41])[CH3:40])=[CH:37][C:36](B(O)O)=[C:35]([O:45][CH3:46])[CH:34]=1, predict the reaction product. The product is: [F:1][C:2]([F:31])([F:30])[C:3]1[CH:4]=[C:5]([CH:23]=[C:24]([C:26]([F:29])([F:28])[F:27])[CH:25]=1)[CH2:6][N:7]([CH2:14][C:15]1[C:20]([C:36]2[CH:37]=[C:38]([CH:39]([CH3:41])[CH3:40])[C:33]([F:32])=[CH:34][C:35]=2[O:45][CH3:46])=[CH:19][CH:18]=[C:17]([Cl:22])[N:16]=1)[C:8]1[N:9]=[N:10][N:11]([CH3:13])[N:12]=1. (2) Given the reactants [CH:1]1[CH:10]=[C:9]2[C:11]([O:13][C:14](=[O:15])[C:7]3=[C:8]2[C:3](=[CH:4][C:5]([N+:16]([O-:18])=[O:17])=[CH:6]3)[CH:2]=1)=O.[CH3:19][N:20]([CH3:24])[CH2:21][CH2:22][NH2:23], predict the reaction product. The product is: [CH3:19][N:20]([CH2:21][CH2:22][N:23]1[C:14](=[O:15])[C:7]2=[CH:6][C:5]([N+:16]([O-:18])=[O:17])=[CH:4][C:3]3[C:8]2=[C:9]([CH:10]=[CH:1][CH:2]=3)[C:11]1=[O:13])[CH3:24].